The task is: Predict the reactants needed to synthesize the given product.. This data is from Full USPTO retrosynthesis dataset with 1.9M reactions from patents (1976-2016). (1) Given the product [CH3:1][O:2][C:3]1[CH:4]=[C:5]2[C:10](=[CH:11][C:12]=1[O:13][CH2:14][CH2:15][O:16][CH3:17])[N:9]=[CH:8][N:7]=[C:6]2[O:18][C:19]1[CH:20]=[C:21]([NH:22][C:42]([NH:41][C:33]2[CH:34]=[C:35]([C:37]([F:39])([F:40])[F:38])[CH:36]=[C:31]([O:30][CH2:29][CH2:28][O:27][CH3:26])[CH:32]=2)=[O:43])[CH:23]=[CH:24][CH:25]=1, predict the reactants needed to synthesize it. The reactants are: [CH3:1][O:2][C:3]1[CH:4]=[C:5]2[C:10](=[CH:11][C:12]=1[O:13][CH2:14][CH2:15][O:16][CH3:17])[N:9]=[CH:8][N:7]=[C:6]2[O:18][C:19]1[CH:20]=[C:21]([CH:23]=[CH:24][CH:25]=1)[NH2:22].[CH3:26][O:27][CH2:28][CH2:29][O:30][C:31]1[CH:32]=[C:33]([NH:41][C:42](=O)[O:43]C2C=CC=CC=2)[CH:34]=[C:35]([C:37]([F:40])([F:39])[F:38])[CH:36]=1. (2) Given the product [NH2:1][C:2]1[N:10]=[C:9]2[C:5]([N:6]=[CH:7][N:8]2[C@@H:11]2[O:33][C@H:32]([CH2:34][OH:35])[C@@H:22]([OH:23])[C@@:12]2([CH3:44])[OH:13])=[C:4]([Cl:45])[N:3]=1, predict the reactants needed to synthesize it. The reactants are: [NH2:1][C:2]1[N:10]=[C:9]2[C:5]([N:6]=[CH:7][N:8]2[C@@H:11]2[O:33][C@H:32]([CH2:34][O:35]C(=O)C3C=CC=CC=3)[C@@H:22]([O:23]C(=O)C3C=CC=CC=3)[C@@:12]2([CH3:44])[O:13]C(=O)C2C=CC=CC=2)=[C:4]([Cl:45])[N:3]=1.[Li+].[OH-].